From a dataset of Reaction yield outcomes from USPTO patents with 853,638 reactions. Predict the reaction yield, written as a fraction of the theoretical maximum amount of product (1.0 means a 100% yield; for example, 0.34 means a 34% yield). The reactants are [F:1][C:2]1[CH:7]=[CH:6][C:5]([C:8]2[N:17]=[C:16]([C:18]([OH:20])=O)[C:15]3[C:10](=[CH:11][CH:12]=[CH:13][CH:14]=3)[N:9]=2)=[CH:4][CH:3]=1.Cl.[OH:22][C:23]1[C:32]([CH3:33])=[CH:31][CH:30]=[C:29]2[C:24]=1[CH2:25][CH2:26][NH:27][CH2:28]2. No catalyst specified. The product is [F:1][C:2]1[CH:7]=[CH:6][C:5]([C:8]2[N:17]=[C:16]([C:18]([N:27]3[CH2:26][CH2:25][C:24]4[C:29](=[CH:30][CH:31]=[C:32]([CH3:33])[C:23]=4[OH:22])[CH2:28]3)=[O:20])[C:15]3[C:10](=[CH:11][CH:12]=[CH:13][CH:14]=3)[N:9]=2)=[CH:4][CH:3]=1. The yield is 0.0900.